This data is from Peptide-MHC class I binding affinity with 185,985 pairs from IEDB/IMGT. The task is: Regression. Given a peptide amino acid sequence and an MHC pseudo amino acid sequence, predict their binding affinity value. This is MHC class I binding data. (1) The peptide sequence is VLCNSQTSLR. The MHC is HLA-A03:01 with pseudo-sequence HLA-A03:01. The binding affinity (normalized) is 0.438. (2) The peptide sequence is SSGTVNPVL. The MHC is Patr-B0101 with pseudo-sequence Patr-B0101. The binding affinity (normalized) is 0.151. (3) The peptide sequence is LERPLAVQL. The MHC is HLA-B14:02 with pseudo-sequence HLA-B14:02. The binding affinity (normalized) is 0.213. (4) The peptide sequence is HPVLGVITE. The MHC is HLA-A24:02 with pseudo-sequence HLA-A24:02. The binding affinity (normalized) is 0.